From a dataset of Full USPTO retrosynthesis dataset with 1.9M reactions from patents (1976-2016). Predict the reactants needed to synthesize the given product. (1) Given the product [CH3:21][N:22]1[CH:26]=[C:25]([NH:27][C:2]2[N:3]=[C:4]([NH:11][CH2:12][CH:13]3[CH2:16][N:15]([C:17](=[O:20])[CH:18]=[CH2:19])[CH2:14]3)[C:5]3[NH:10][CH:9]=[CH:8][C:6]=3[N:7]=2)[CH:24]=[N:23]1, predict the reactants needed to synthesize it. The reactants are: Cl[C:2]1[N:3]=[C:4]([NH:11][CH2:12][CH:13]2[CH2:16][N:15]([C:17](=[O:20])[CH:18]=[CH2:19])[CH2:14]2)[C:5]2[NH:10][CH:9]=[CH:8][C:6]=2[N:7]=1.[CH3:21][N:22]1[CH:26]=[C:25]([NH2:27])[CH:24]=[N:23]1.FC(F)(F)C(O)=O. (2) Given the product [NH2:1][C:2]1[CH:3]=[C:4]([C:16]2[CH:17]=[CH:12][CH:13]=[C:14]([C:18]3[N:23]([CH2:24][C:25]4[CH:30]=[CH:29][C:28]([CH3:31])=[CH:27][C:26]=4[CH3:32])[C:22](=[O:33])[C:21]([C:34]#[N:35])=[C:20]([C:36]([F:39])([F:38])[F:37])[CH:19]=3)[CH:15]=2)[CH:5]=[CH:6][CH:7]=1, predict the reactants needed to synthesize it. The reactants are: [NH2:1][C:2]1[CH:3]=[C:4](B(O)O)[CH:5]=[CH:6][CH:7]=1.Br[C:12]1[CH:13]=[C:14]([C:18]2[N:23]([CH2:24][C:25]3[CH:30]=[CH:29][C:28]([CH3:31])=[CH:27][C:26]=3[CH3:32])[C:22](=[O:33])[C:21]([C:34]#[N:35])=[C:20]([C:36]([F:39])([F:38])[F:37])[CH:19]=2)[CH:15]=[CH:16][CH:17]=1.C([O-])([O-])=O.[K+].[K+].O. (3) Given the product [S:10]1[CH:11]=[C:12]([C:14]2[CH:15]=[C:16]([OH:20])[CH:17]=[CH:18][CH:19]=2)[CH:13]=[C:9]1[C:5]1[CH:4]=[C:3]([OH:2])[CH:8]=[CH:7][CH:6]=1, predict the reactants needed to synthesize it. The reactants are: C[O:2][C:3]1[CH:4]=[C:5]([C:9]2[S:10][CH:11]=[C:12]([C:14]3[CH:19]=[CH:18][CH:17]=[C:16]([O:20]C)[CH:15]=3)[CH:13]=2)[CH:6]=[CH:7][CH:8]=1. (4) Given the product [CH3:37][CH:3]1[N:2]([CH3:1])[C:11]2[C:6](=[CH:7][C:8]([C:18]([F:20])([F:19])[F:21])=[C:9]([C:12]3[CH:13]=[N:14][N:15]([CH3:17])[CH:16]=3)[CH:10]=2)[N:5]([C:22]2[C:26]3[CH2:27][N:28]([C:47]([NH:46][CH3:45])=[O:48])[CH2:29][CH2:30][C:25]=3[N:24]([CH:31]3[CH2:36][CH2:35][O:34][CH2:33][CH2:32]3)[N:23]=2)[CH2:4]1, predict the reactants needed to synthesize it. The reactants are: [CH3:1][N:2]1[C:11]2[C:6](=[CH:7][C:8]([C:18]([F:21])([F:20])[F:19])=[C:9]([C:12]3[CH:13]=[N:14][N:15]([CH3:17])[CH:16]=3)[CH:10]=2)[N:5]([C:22]2[C:26]3[CH2:27][NH:28][CH2:29][CH2:30][C:25]=3[N:24]([CH:31]3[CH2:36][CH2:35][O:34][CH2:33][CH2:32]3)[N:23]=2)[CH2:4][CH:3]1[CH3:37].C(N(CC)CC)C.[CH3:45][NH:46][C:47](N1C=CN=C1)=[O:48]. (5) Given the product [Br:14][C:11]1[CH:12]=[CH:13][C:8]2[C:9]([CH:10]=1)=[N:22][O:19][C:20]=2[CH3:21], predict the reactants needed to synthesize it. The reactants are: C(O/N=C(/[C:8]1[CH:13]=[CH:12][C:11]([Br:14])=[CH:10][C:9]=1O)\C)(=O)C.C([O:19][CH2:20][CH3:21])(=O)C.[N:22]1C=CC=CC=1.